Dataset: Full USPTO retrosynthesis dataset with 1.9M reactions from patents (1976-2016). Task: Predict the reactants needed to synthesize the given product. (1) Given the product [F:8][C:6]1[CH:5]=[CH:4][C:3]([N+:9]([O-:11])=[O:10])=[C:2]([F:1])[C:7]=1[I:15], predict the reactants needed to synthesize it. The reactants are: [F:1][C:2]1[CH:7]=[C:6]([F:8])[CH:5]=[CH:4][C:3]=1[N+:9]([O-:11])=[O:10].[Mg+2].[Cl-].[Cl-].[I:15]I. (2) Given the product [C:14]([C:11]1[N:12]([CH3:13])[C:8]([C:5]2[CH:6]=[CH:7][C:2]([N:1]([S:17]([CH3:16])(=[O:19])=[O:18])[S:17]([CH3:16])(=[O:19])=[O:18])=[CH:3][CH:4]=2)=[CH:9][CH:10]=1)#[N:15], predict the reactants needed to synthesize it. The reactants are: [NH2:1][C:2]1[CH:7]=[CH:6][C:5]([C:8]2[N:12]([CH3:13])[C:11]([C:14]#[N:15])=[CH:10][CH:9]=2)=[CH:4][CH:3]=1.[CH3:16][S:17](Cl)(=[O:19])=[O:18].